From a dataset of Reaction yield outcomes from USPTO patents with 853,638 reactions. Predict the reaction yield, written as a fraction of the theoretical maximum amount of product (1.0 means a 100% yield; for example, 0.34 means a 34% yield). (1) The reactants are Cl[C:2]1[C:3]2[C:10]3[CH2:11][CH2:12][C@:13]([CH3:20])([C:15]([O:17][CH2:18][CH3:19])=[O:16])[CH2:14][C:9]=3[S:8][C:4]=2[N:5]=[CH:6][N:7]=1.[CH3:21][O:22][C:23]1[CH:31]=[C:30]2[C:26]([CH:27]=[N:28][NH:29]2)=[CH:25][C:24]=1[NH2:32].C(O)C. The catalyst is C(N(CC)CC)C. The product is [CH3:21][O:22][C:23]1[CH:31]=[C:30]2[C:26]([CH:27]=[N:28][NH:29]2)=[CH:25][C:24]=1[NH:32][C:2]1[C:3]2[C:10]3[CH2:11][CH2:12][C@:13]([CH3:20])([C:15]([O:17][CH2:18][CH3:19])=[O:16])[CH2:14][C:9]=3[S:8][C:4]=2[N:5]=[CH:6][N:7]=1. The yield is 0.580. (2) The catalyst is CO.C(OCC)(=O)C.O. The product is [C:19]([C:18]1[C:12]2[O:11][CH:10]([CH3:27])[C:9](=[O:28])[N:8]([CH:6]3[CH2:5][N:4]([C:1](=[O:3])[CH3:2])[CH2:7]3)[CH2:14][C:13]=2[C:15]([F:26])=[C:16]([Cl:25])[CH:17]=1)(=[O:20])[CH3:24]. The yield is 0.780. The reactants are [C:1]([N:4]1[CH2:7][CH:6]([N:8]2[CH2:14][C:13]3[C:15]([F:26])=[C:16]([Cl:25])[CH:17]=[C:18]([C:19]4([CH3:24])OCC[O:20]4)[C:12]=3[O:11][CH:10]([CH3:27])[C:9]2=[O:28])[CH2:5]1)(=[O:3])[CH3:2].Cl. (3) The reactants are [Cl:1][C:2]1[N:9]=[CH:8][C:7]([C:10]2[CH:15]=[CH:14][C:13]([O:16][CH3:17])=[CH:12][CH:11]=2)=[CH:6][C:3]=1[CH:4]=[O:5].N1C=CN=C1.[C:23]1(=[O:28])[CH2:27][CH2:26][CH:25]=[CH:24]1. The product is [Cl:1][C:2]1[C:3]([CH:4]([OH:5])[C:24]2[C:23](=[O:28])[CH2:27][CH2:26][CH:25]=2)=[CH:6][C:7]([C:10]2[CH:15]=[CH:14][C:13]([O:16][CH3:17])=[CH:12][CH:11]=2)=[CH:8][N:9]=1. The yield is 0.900. The catalyst is CO.O. (4) The reactants are [CH2:1]([N:8]1[C:16]2[C:11](=[CH:12][C:13]([O:17]C)=[CH:14][CH:15]=2)[CH:10]=[CH:9]1)[C:2]1[CH:7]=[CH:6][CH:5]=[CH:4][CH:3]=1.B(Br)(Br)Br.C([O-])([O-])=O.[Na+].[Na+]. The catalyst is C(Cl)Cl.O. The product is [CH2:1]([N:8]1[C:16]2[C:11](=[CH:12][C:13]([OH:17])=[CH:14][CH:15]=2)[CH:10]=[CH:9]1)[C:2]1[CH:3]=[CH:4][CH:5]=[CH:6][CH:7]=1. The yield is 0.530.